This data is from Retrosynthesis with 50K atom-mapped reactions and 10 reaction types from USPTO. The task is: Predict the reactants needed to synthesize the given product. (1) Given the product COC(=O)c1ccc(C#N)c(-c2cncc3c2ccn3C(=O)OC(C)(C)C)c1, predict the reactants needed to synthesize it. The reactants are: CC(C)(C)OC(=O)n1ccc2c(Br)cncc21.COC(=O)c1ccc(C#N)c(B2OC(C)(C)C(C)(C)O2)c1. (2) Given the product CCOCc1nc2c(N)nc3ccccc3c2n1CCN=[N+]=[N-], predict the reactants needed to synthesize it. The reactants are: CCOCc1nc2c(N)nc3ccccc3c2n1CCCl.[N-]=[N+]=[N-]. (3) Given the product COc1cc2ncnc(Oc3ccc(NC(=O)Nc4ccc(F)cc4)cc3)c2cc1OC, predict the reactants needed to synthesize it. The reactants are: COc1cc2ncnc(Oc3ccc(N)cc3)c2cc1OC.O=C=Nc1ccc(F)cc1. (4) Given the product CCCCCCCCC/C=C1\SC(=O)N(CC(=O)OCC)C1=O, predict the reactants needed to synthesize it. The reactants are: CCCCCCCCC/C=C1\SC(=O)NC1=O.CCOC(=O)CBr. (5) Given the product CC1(C)CNCCC1N, predict the reactants needed to synthesize it. The reactants are: CC1(C)CN(Cc2ccccc2)CCC1N. (6) Given the product CCOC(=O)/C(C)=C/[C@H](C(C)C)N(C)C(=O)[C@@H](NC(=O)[C@@H](NC)C(C)(C)c1cccc(-c2ccccc2)c1)C(C)(C)C, predict the reactants needed to synthesize it. The reactants are: CCOC(=O)/C(C)=C/[C@H](C(C)C)N(C)C(=O)[C@@H](NC(=O)[C@@H](NC)C(C)(C)c1cccc(Br)c1)C(C)(C)C.OB(O)c1ccccc1. (7) Given the product CCn1cc(C(=O)Nc2ccc(Oc3ccnc4ccc(OC)c(OC)c34)cc2)c(=O)n(-c2ccc(F)cc2)c1=O, predict the reactants needed to synthesize it. The reactants are: CCn1cc(C(=O)O)c(=O)n(-c2ccc(F)cc2)c1=O.COc1ccc2nccc(Oc3ccc(N)cc3)c2c1OC.